Dataset: Catalyst prediction with 721,799 reactions and 888 catalyst types from USPTO. Task: Predict which catalyst facilitates the given reaction. (1) Reactant: [Br:1][C:2]1[CH:7]=[CH:6][C:5](/[C:8](=[N:10]/[NH:11][C:12]2[CH:17]=[CH:16][CH:15]=[CH:14][CH:13]=2)/[CH3:9])=[C:4](F)[CH:3]=1.BrC1C=CC(/C(=N\NC2C=CC=CC=2)/C)=C(F)C=1.C(=O)([O-])[O-].[K+].[K+]. Product: [Br:1][C:2]1[CH:7]=[C:6]2[C:5]([C:8]([CH3:9])=[N:10][N:11]2[C:12]2[CH:17]=[CH:16][CH:15]=[CH:14][CH:13]=2)=[CH:4][CH:3]=1. The catalyst class is: 9. (2) Reactant: [C:1]([O:5][C:6](=[O:19])[C:7]([S:10][C:11]1[S:12][CH:13]=[C:14]([CH2:16][CH2:17][OH:18])[N:15]=1)([CH3:9])[CH3:8])([CH3:4])([CH3:3])[CH3:2].C(N(CC)CC)C.[CH3:27][S:28](Cl)(=[O:30])=[O:29].O. Product: [C:1]([O:5][C:6](=[O:19])[C:7]([CH3:9])([S:10][C:11]1[S:12][CH:13]=[C:14]([CH2:16][CH2:17][O:18][S:28]([CH3:27])(=[O:30])=[O:29])[N:15]=1)[CH3:8])([CH3:2])([CH3:4])[CH3:3]. The catalyst class is: 4. (3) Reactant: [CH:1](NC(C)C)(C)[CH3:2].C([Li])CCC.CN(P(N(C)C)(N(C)C)=O)C.[CH:24]1([C:34]([O:36][CH3:37])=[O:35])[CH2:29][CH2:28][CH:27]([C:30]([O:32][CH3:33])=[O:31])[CH2:26][CH2:25]1.BrCCCl.[Li+].CC([N-]C(C)C)C. Product: [CH3:37][O:36][C:34]([C:24]12[CH2:2][CH2:1][C:27]([C:30]([O:32][CH3:33])=[O:31])([CH2:26][CH2:25]1)[CH2:28][CH2:29]2)=[O:35]. The catalyst class is: 134. (4) Reactant: F[C:2]1[CH:9]=[CH:8][CH:7]=[CH:6][C:3]=1[C:4]#[N:5].[CH3:10][N:11]1[CH2:16][CH2:15][CH:14]([OH:17])[CH2:13][CH2:12]1.[H-].[Na+].O. Product: [CH3:10][N:11]1[CH2:16][CH2:15][CH:14]([O:17][C:2]2[CH:9]=[CH:8][CH:7]=[CH:6][C:3]=2[C:4]#[N:5])[CH2:13][CH2:12]1. The catalyst class is: 12.